From a dataset of TCR-epitope binding with 47,182 pairs between 192 epitopes and 23,139 TCRs. Binary Classification. Given a T-cell receptor sequence (or CDR3 region) and an epitope sequence, predict whether binding occurs between them. (1) The epitope is SEVGPEHSLAEY. The TCR CDR3 sequence is CASSLSGARETQYF. Result: 1 (the TCR binds to the epitope). (2) Result: 1 (the TCR binds to the epitope). The epitope is IVTDFSVIK. The TCR CDR3 sequence is CASSEVVSTTYEQYF. (3) The epitope is RPHERNGFTVL. The TCR CDR3 sequence is CASSPSRNTEAFF. Result: 1 (the TCR binds to the epitope). (4) The epitope is PKYVKQNTLKLAT. The TCR CDR3 sequence is CASSATDRTYEQYF. Result: 0 (the TCR does not bind to the epitope). (5) The epitope is FLNGSCGSV. The TCR CDR3 sequence is CASSQDPPGTTSTDTQYF. Result: 1 (the TCR binds to the epitope). (6) The epitope is KLGGALQAK. The TCR CDR3 sequence is CASNSWTGDQPQHF. Result: 1 (the TCR binds to the epitope). (7) The epitope is GVAMPNLYK. The TCR CDR3 sequence is CATSLAASYNEQFF. Result: 0 (the TCR does not bind to the epitope). (8) The epitope is SSTFNVPMEKLK. The TCR CDR3 sequence is CASSHRTDLGNTIYF. Result: 1 (the TCR binds to the epitope).